From a dataset of Forward reaction prediction with 1.9M reactions from USPTO patents (1976-2016). Predict the product of the given reaction. (1) Given the reactants [Br:1][C:2]1[CH:7]=[CH:6][C:5]([C@@H:8]([N:10]2[CH2:15][CH2:14][C@@:13]([C:19]3[CH:24]=[CH:23][C:22]([F:25])=[CH:21][CH:20]=3)([CH2:16][CH2:17]O)[O:12][C:11]2=[O:26])[CH3:9])=[CH:4][CH:3]=1.[F:27][C@@H:28]1[CH2:32][CH2:31][NH:30][CH2:29]1, predict the reaction product. The product is: [Br:1][C:2]1[CH:3]=[CH:4][C:5]([C@@H:8]([N:10]2[CH2:15][CH2:14][C@@:13]([C:19]3[CH:24]=[CH:23][C:22]([F:25])=[CH:21][CH:20]=3)([CH2:16][CH2:17][N:30]3[CH2:31][CH2:32][C@@H:28]([F:27])[CH2:29]3)[O:12][C:11]2=[O:26])[CH3:9])=[CH:6][CH:7]=1. (2) Given the reactants C1C2C(COC([NH:18][C@@H:19]([CH:31]=[CH2:32])[CH2:20][NH:21][C@@H:22]([CH2:27][CH:28]([CH3:30])[CH3:29])[C:23](OC)=[O:24])=O)C3C(=CC=CC=3)C=2C=CC=1.N(CC)CC, predict the reaction product. The product is: [CH2:27]([C@@H:22]1[NH:21][CH2:20][C@H:19]([CH:31]=[CH2:32])[NH:18][C:23]1=[O:24])[CH:28]([CH3:30])[CH3:29]. (3) Given the reactants [C:1]([Si:5]([CH3:15])([CH3:14])[O:6][CH2:7][C:8]1[CH:12]=[CH:11][S:10][C:9]=1[CH3:13])([CH3:4])([CH3:3])[CH3:2].[Li]CCCC.CCCCCC.CN([CH:30]=[O:31])C, predict the reaction product. The product is: [Si:5]([O:6][CH2:7][C:8]1[CH:12]=[C:11]([CH:30]=[O:31])[S:10][C:9]=1[CH3:13])([C:1]([CH3:4])([CH3:3])[CH3:2])([CH3:15])[CH3:14]. (4) The product is: [Cl:1][C:2]1[S:6][C:5]([NH:7][S:8]([C:11]2[CH:20]=[CH:19][C:14]([C:15]([OH:17])=[O:16])=[C:13]([F:21])[CH:12]=2)(=[O:10])=[O:9])=[N:4][CH:3]=1. Given the reactants [Cl:1][C:2]1[S:6][C:5]([NH:7][S:8]([C:11]2[CH:20]=[CH:19][C:14]([C:15]([O:17]C)=[O:16])=[C:13]([F:21])[CH:12]=2)(=[O:10])=[O:9])=[N:4][CH:3]=1.[OH-].[Na+], predict the reaction product. (5) The product is: [CH2:10]([N:17]1[CH2:22][CH2:21][CH:20]([CH2:23][CH:24]([C:2]2[CH:7]=[CH:6][CH:5]=[CH:4][C:3]=2[O:8][CH3:9])[OH:25])[CH2:19][CH2:18]1)[C:11]1[CH:16]=[CH:15][CH:14]=[CH:13][CH:12]=1. Given the reactants Br[C:2]1[CH:7]=[CH:6][CH:5]=[CH:4][C:3]=1[O:8][CH3:9].[CH2:10]([N:17]1[CH2:22][CH2:21][CH:20]([CH2:23][CH:24]=[O:25])[CH2:19][CH2:18]1)[C:11]1[CH:16]=[CH:15][CH:14]=[CH:13][CH:12]=1.[Cl-].[NH4+], predict the reaction product. (6) The product is: [CH3:1][N:2]1[C:6]2([CH2:20][C:9]3[CH:10]=[C:11]4[C:16](=[CH:17][C:8]=3[CH2:7]2)[N:15]=[C:14]([CH:18]=[O:19])[CH:13]=[CH:12]4)[C:5](=[O:21])[NH:4][C:3]1=[O:22]. Given the reactants [CH3:1][N:2]1[C@@:6]2([CH2:20][C:9]3[CH:10]=[C:11]4[C:16](=[CH:17][C:8]=3[CH2:7]2)[N:15]=[C:14]([CH:18]=[O:19])[CH:13]=[CH:12]4)[C:5](=[O:21])[NH:4][C:3]1=[O:22].CN1C2(CC3C(=CC=C([N+]([O-])=O)C=3)C2)C(=O)NC1=O, predict the reaction product. (7) Given the reactants [OH:1][CH2:2][C:3]1[CH:12]=[CH:11][CH:10]=[C:9]2[C:4]=1[C:5](=[O:22])[N:6]([C:14]1[S:18][CH:17]=[C:16]([C:19](O)=[O:20])[CH:15]=1)[C:7](=[O:13])[NH:8]2.[CH3:23][NH:24][C:25]1[CH:30]=[CH:29][CH:28]=[CH:27][CH:26]=1.CN1C=CN=C1.Cl.C(N=C=NCCCN(C)C)C.Cl, predict the reaction product. The product is: [OH:1][CH2:2][C:3]1[CH:12]=[CH:11][CH:10]=[C:9]2[C:4]=1[C:5](=[O:22])[N:6]([C:14]1[S:18][CH:17]=[C:16]([C:19]([N:24]([CH3:23])[C:25]3[CH:30]=[CH:29][CH:28]=[CH:27][CH:26]=3)=[O:20])[CH:15]=1)[C:7](=[O:13])[NH:8]2.